This data is from Reaction yield outcomes from USPTO patents with 853,638 reactions. The task is: Predict the reaction yield, written as a fraction of the theoretical maximum amount of product (1.0 means a 100% yield; for example, 0.34 means a 34% yield). (1) The reactants are [I:1][C:2]1[CH:3]=[C:4]([O:9][CH3:10])[C:5]([NH2:8])=[N:6][CH:7]=1.[Cl:11][C:12]1[CH:13]=[C:14]([CH2:19][S:20](Cl)(=[O:22])=[O:21])[CH:15]=[C:16]([Cl:18])[CH:17]=1. The catalyst is N1C=CC=CC=1.O. The product is [Cl:18][C:16]1[CH:15]=[C:14]([CH2:19][S:20]([NH:8][C:5]2[C:4]([O:9][CH3:10])=[CH:3][C:2]([I:1])=[CH:7][N:6]=2)(=[O:22])=[O:21])[CH:13]=[C:12]([Cl:11])[CH:17]=1. The yield is 0.600. (2) The reactants are [NH2:1][C:2]1([CH2:18][OH:19])[C:15]2[C:10](=[N:11][CH:12]=[C:13]([Br:16])[CH:14]=2)[O:9][C:8]2[C:3]1=[CH:4][C:5]([I:17])=[CH:6][CH:7]=2.Br[CH2:21][C:22]#[N:23].CC(C)([O-])C.[Li+]. The catalyst is C1COCC1. The product is [NH2:1][C:2]1([CH2:18][O:19][CH2:21][C:22]#[N:23])[C:15]2[C:10](=[N:11][CH:12]=[C:13]([Br:16])[CH:14]=2)[O:9][C:8]2[C:3]1=[CH:4][C:5]([I:17])=[CH:6][CH:7]=2. The yield is 0.512. (3) The reactants are [CH3:1][O:2][CH2:3][CH:4]([NH:6][C:7]([C:9]1[CH:10]=[C:11]([C:16]2[CH:21]=[CH:20][C:19]([CH3:22])=[CH:18][CH:17]=2)[CH:12]=[C:13](I)[CH:14]=1)=[O:8])[CH3:5].[CH3:23][C:24]1[N:25]=[CH:26][S:27][CH:28]=1.CC(O[K])=O. The catalyst is CN(C=O)C.C1C=CC([P]([Pd]([P](C2C=CC=CC=2)(C2C=CC=CC=2)C2C=CC=CC=2)([P](C2C=CC=CC=2)(C2C=CC=CC=2)C2C=CC=CC=2)[P](C2C=CC=CC=2)(C2C=CC=CC=2)C2C=CC=CC=2)(C2C=CC=CC=2)C2C=CC=CC=2)=CC=1. The product is [CH3:1][O:2][CH2:3][CH:4]([NH:6][C:7]([C:9]1[CH:10]=[C:11]([C:16]2[CH:21]=[CH:20][C:19]([CH3:22])=[CH:18][CH:17]=2)[CH:12]=[C:13]([C:28]2[S:27][CH:26]=[N:25][C:24]=2[CH3:23])[CH:14]=1)=[O:8])[CH3:5]. The yield is 0.800. (4) The reactants are [F:1][C:2]1[CH:7]=[CH:6][C:5]([CH:8]2[CH2:13][C:12](=[O:14])[N:11]([CH3:15])[C:10]([CH3:16])=[C:9]2[C:17]([O:19]C)=O)=[CH:4][CH:3]=1.[OH-].[Na+].[NH:23]1[C:31]2[C:26](=[CH:27][C:28]([NH2:32])=[CH:29][CH:30]=2)[CH:25]=[N:24]1.N=C=N. The catalyst is CO.CN(C=O)C. The product is [F:1][C:2]1[CH:3]=[CH:4][C:5]([CH:8]2[CH2:13][C:12](=[O:14])[N:11]([CH3:15])[C:10]([CH3:16])=[C:9]2[C:17]([NH:32][C:28]2[CH:27]=[C:26]3[C:31](=[CH:30][CH:29]=2)[NH:23][N:24]=[CH:25]3)=[O:19])=[CH:6][CH:7]=1. The yield is 0.00400. (5) The reactants are [CH3:1][O:2][C:3](=[O:15])[C:4]1[C:5](=[C:10]([OH:14])[CH:11]=[CH:12][CH:13]=1)[C:6]([O:8][CH3:9])=[O:7].[Cl:16][C:17]1[CH:18]=[C:19]([CH2:24]O)[CH:20]=[C:21]([Cl:23])[CH:22]=1.C1(P(C2C=CC=CC=2)C2C=CC=CC=2)C=CC=CC=1.N(C(OC(C)C)=O)=NC(OC(C)C)=O. The catalyst is C1COCC1. The product is [CH3:1][O:2][C:3](=[O:15])[C:4]1[C:5](=[C:10]([O:14][CH2:24][C:19]2[CH:18]=[C:17]([Cl:16])[CH:22]=[C:21]([Cl:23])[CH:20]=2)[CH:11]=[CH:12][CH:13]=1)[C:6]([O:8][CH3:9])=[O:7]. The yield is 0.480. (6) The yield is 0.140. The product is [NH:23]1[CH:24]=[N:25][C:21]([C:18]2[CH:19]=[C:20]3[C:15](=[CH:16][CH:17]=2)[NH:14][N:13]=[C:12]3[C:8]2[CH:7]=[C:6]([NH:5][C:3](=[O:4])[C:2](=[O:1])[C:51]3[CH:52]=[CH:53][CH:54]=[CH:55][CH:56]=3)[CH:11]=[CH:10][CH:9]=2)=[N:22]1. The reactants are [O:1]=[C:2]([C:51]1[CH:56]=[CH:55][CH:54]=[CH:53][CH:52]=1)[C:3]([NH:5][C:6]1[CH:11]=[CH:10][CH:9]=[C:8]([C:12]2[C:20]3[C:15](=[CH:16][CH:17]=[C:18]([C:21]4[N:25]=[CH:24][N:23](C(C5C=CC=CC=5)(C5C=CC=CC=5)C5C=CC=CC=5)[N:22]=4)[CH:19]=3)[N:14](C3CCCCO3)[N:13]=2)[CH:7]=1)=[O:4]. The catalyst is Cl.O1CCOCC1. (7) The reactants are C(OC([N:8]1[C:16]2[C:11](=[C:12]([CH2:18][N:19]3[C:23]4[CH:24]=[CH:25][CH:26]=[CH:27][C:22]=4[N:21]([CH2:28][CH2:29][C:30]([O:32][CH3:33])=[O:31])[C:20]3=[O:34])[CH:13]=[C:14]([Cl:17])[CH:15]=2)[CH:10]=[CH:9]1)=O)(C)(C)C.FC(F)(F)C(O)=O. The catalyst is ClCCl.CO. The product is [CH3:33][O:32][C:30](=[O:31])[CH2:29][CH2:28][N:21]1[C:22]2[CH:27]=[CH:26][CH:25]=[CH:24][C:23]=2[N:19]([CH2:18][C:12]2[CH:13]=[C:14]([Cl:17])[CH:15]=[C:16]3[C:11]=2[CH:10]=[CH:9][NH:8]3)[C:20]1=[O:34]. The yield is 1.00. (8) The product is [F:37][C:38]1[CH:43]=[CH:42][C:41]([S:44]([N:16]([S:13]([C:10]2[CH:11]=[CH:12][C:7]([N:4]3[CH2:5][CH2:6][C@@H:2]([OH:1])[C:3]3=[O:22])=[CH:8][CH:9]=2)(=[O:14])=[O:15])[C:17]2[S:18][CH:19]=[CH:20][N:21]=2)(=[O:46])=[O:45])=[CH:40][CH:39]=1. The yield is 0.890. The reactants are [OH:1][C@@H:2]1[CH2:6][CH2:5][N:4]([C:7]2[CH:12]=[CH:11][C:10]([S:13]([NH:16][C:17]3[S:18][CH:19]=[CH:20][N:21]=3)(=[O:15])=[O:14])=[CH:9][CH:8]=2)[C:3]1=[O:22].CN(C=O)C.C(N(C(C)C)CC)(C)C.[F:37][C:38]1[CH:43]=[CH:42][C:41]([S:44](Cl)(=[O:46])=[O:45])=[CH:40][CH:39]=1. The catalyst is CO. (9) The reactants are [Cl:1][C:2]1[C:3]([C:23]2[N:27]3[CH:28]=[CH:29][CH:30]=[CH:31][C:26]3=[N:25][CH:24]=2)=[N:4][C:5]([NH:8][C:9]2[CH:14]=[CH:13][C:12]([N:15]3[CH2:20][CH2:19][NH:18][CH2:17][CH2:16]3)=[CH:11][C:10]=2[O:21][CH3:22])=[N:6][CH:7]=1.[N+]([O-])([O-])=O.[Ce+4].[NH4+].[N+]([O-])([O-])=O.[N+]([O-])([O-])=O.[N+]([O-])([O-])=O.[N+]([O-])([O-])=O.[CH3:54][S:55]([CH:58]=[CH2:59])(=[O:57])=[O:56].C1COCC1. The catalyst is O. The product is [Cl:1][C:2]1[C:3]([C:23]2[N:27]3[CH:28]=[CH:29][CH:30]=[CH:31][C:26]3=[N:25][CH:24]=2)=[N:4][C:5]([NH:8][C:9]2[CH:14]=[CH:13][C:12]([N:15]3[CH2:16][CH2:17][N:18]([CH2:59][CH2:58][S:55]([CH3:54])(=[O:57])=[O:56])[CH2:19][CH2:20]3)=[CH:11][C:10]=2[O:21][CH3:22])=[N:6][CH:7]=1. The yield is 0.550. (10) The reactants are Cl[C:2]1[N:7]=[C:6]([CH3:8])[N:5]=[C:4]([CH:9]2[CH2:14][CH2:13][CH2:12][N:11]([C:15]([O:17]C(C)(C)C)=O)[CH2:10]2)[CH:3]=1.CC1(C)C(C)(C)OB([C:30]2[C:31]([C:37]([F:40])([F:39])[F:38])=[N:32][C:33]([NH2:36])=[N:34][CH:35]=2)O1.C(=O)([O-])[O-].[K+].[K+].O.Cl.O1CCOCC1.C(O)(=O)[C:57]1[CH:62]=[CH:61][CH:60]=[CH:59][CH:58]=1.CN(C(ON1N=NC2C=CC=CC1=2)=[N+](C)C)C.F[P-](F)(F)(F)(F)F.C(N(CC)CC)C. The catalyst is C(#N)C.CN(C=O)C.C1C=CC(P(C2C=CC=CC=2)[C-]2C=CC=C2)=CC=1.C1C=CC(P(C2C=CC=CC=2)[C-]2C=CC=C2)=CC=1.Cl[Pd]Cl.[Fe+2].CO. The product is [NH2:36][C:33]1[N:32]=[C:31]([C:37]([F:38])([F:39])[F:40])[C:30]([C:2]2[N:7]=[C:6]([CH3:8])[N:5]=[C:4]([CH:9]3[CH2:14][CH2:13][CH2:12][N:11]([C:15]([C:57]4[CH:62]=[CH:61][CH:60]=[CH:59][CH:58]=4)=[O:17])[CH2:10]3)[CH:3]=2)=[CH:35][N:34]=1. The yield is 0.380.